Dataset: Experimentally validated miRNA-target interactions with 360,000+ pairs, plus equal number of negative samples. Task: Binary Classification. Given a miRNA mature sequence and a target amino acid sequence, predict their likelihood of interaction. (1) The miRNA is mmu-miR-574-3p with sequence CACGCUCAUGCACACACCCACA. Result: 0 (no interaction). The protein sequence of the target gene is MAEPGEGLPEEVLALIFRHLSLRDRAAAARVCRAWAAAATCSAVWHDTKISCECELEGMLPPYLSACLDHIHNLRLEFEPSRKPSRRAAIELLMVLAGRAPGLRGLRLECRGEKPLFDAGRDVLEAVHAVCGAASQLRHLDLRRLSFTLDDALVLQAARSCPELHSLFLDNSTLVGSVGPGSVLELLEACPRLRALGLHLASLSHAILEALAAPDRAPFALLALRCACPEDARASPLPNEAWVALRRRHPGLAVELELEPALPAESVTRVLQPAVPVAALRLNLSGDTVGPVRFAAHHYA.... (2) The miRNA is hsa-miR-96-3p with sequence AAUCAUGUGCAGUGCCAAUAUG. The protein sequence of the target gene is MALCALTRALRSLNLAPPTVAAPAPSLFPAAQMMNNGLLQQPSALMLLPCRPVLTSVALNANFVSWKSRTKYTITPVKMRKSGGRDHTGRIRVHGIGGGHKQRYRMIDFLRFRPEETKSGPFEEKVIQVRYDPCRSADIALVAGGSRKRWIIATENMQAGDTILNSNHIGRMAVAAREGDAHPLGALPVGTLINNVESEPGRGAQYIRAAGTCGVLLRKVNGTAIIQLPSKRQMQVLETCVATVGRVSNVDHNKRVIGKAGRNRWLGKRPNSGRWHRKGGWAGRKIRPLPPMKSYVKLPS.... Result: 0 (no interaction). (3) The miRNA is rno-miR-23a-3p with sequence AUCACAUUGCCAGGGAUUUCC. The protein sequence of the target gene is MDYKSGLIPDGNAMENLEKQLICPICLEMFTKPVVILPCQHNLCRKCANDIFQAANPYWTNRGGSVSMSGGRFRCPSCRHEVIMDRHGVYGLQRNLLVENIIDIYKQECSSRPLQKGSHPMCKEHEDEKINIYCLTCEVPTCSLCKVFGAHQACEVAPLQSIFQGQKTELSNCISMLVAGNDRVQTIISQLEDSCRVTKENSHQVKEELSHKFDALYAILDEKKSELLQRITQEQEEKLDFIEALILQYREQLEKSTKLVETAIQSLDEPGGATFLLSAKPLIKSIVEASKGCQLGKTEQ.... Result: 1 (interaction). (4) The miRNA is cel-lin-4-5p with sequence UCCCUGAGACCUCAAGUGUGA. The protein sequence of the target gene is MAASPGSGSANPRKFSEKIALHTQRQAEETRAFEQLMTDLTLSRVQFQKLQQLRLTQYHGGSLPNVSQLRNSAPEFQPSLHQADNVRGTRHHGLVERPARNRFHPLHRRSGDKPGRQFDGNAFAASYSSQHLDESWPRQQPPWKEEKHPGFRLTSALNRTNSDSALHTSALSTKPQDPYGGGGQSAWPAPYMGFCDGENDGHAEVAAFPGPLKEENLLNVPKPLPKHLWESKEIQSLSGRPRSCDVGGGNAFPHNGQNTGLSPFLGTLNTGGSLPDLTNLHYSAPLPASLDTSDHLFGSM.... Result: 0 (no interaction). (5) The miRNA is hsa-miR-6852-3p with sequence UGUCCUCUGUUCCUCAG. The protein sequence of the target gene is MDDDDFGGFEAAETFDGEQGGNQAVSPAVPWATFPAVSGVRLSPASPELILDHDHSSPSTGHLPPDAVISSADDTHADSSLMSQTISKAQIQQSAHTHLNIPLFPLGLTDEPSHGALALEDEPEGPGVHVSNSQLRQKISSLETKLKASEEEKQRIKKDVESLMEKHSVLEKGFLKEKEQDAVSFQARYRELQEKHKQELEDMRKAGHEALSIIVDEYKALLQSSVKQQLDAIEKQYVSAIEKQAHRCEELLHAQHQRLLDVLDTEKELLREKIQEALTQQSQEQKESLEKCLQEEMQRN.... Result: 0 (no interaction). (6) The protein sequence of the target gene is MLWFQGAIPAAIATAKRSGAVFVVFVAGDDEQSTQMAASWEDDKVTEASSNSFVAIKIDTKSEACLQFSQIYPVVCVPSSFFIGDSGIPLEVIAGSVSADELVTRIHKVRQMHLLKSETSVANGSQSESSVSTPSASFEPNNTCENSQSRNAELCEIPPTSDTKSDTATGGESAGHATSSQEPSGCSDQRPAEDLNIRVERLTKKLEERREEKRKEEEQREIKKEIERRKTGKEMLDYKRKQEEELTKRMLEERNREKAEDRAARERIKQQIALDRAERAARFAKTKEEVEAAKAAALLA.... Result: 1 (interaction). The miRNA is hsa-miR-92a-3p with sequence UAUUGCACUUGUCCCGGCCUGU. (7) The miRNA is cel-miR-795-5p with sequence UGAGGUAGAUUGAUCAGCGAGCUU. The protein sequence of the target gene is MEIGGSGAPPPLLLLPLLLLLGTGLLPASSHIETRAHAEERLLKRLFSGYNKWSRPVANISDVVLVRFGLSIAQLIDVDEKNQMMTTNVWVKQEWHDYKLRWDPGDYENVTSIRIPSELIWRPDIVLYNNADGDFAVTHLTKAHLFYDGRVQWTPPAIYKSSCSIDVTFFPFDQQNCTMKFGSWTYDKAKIDLVSMHSRVDQLDFWESGEWVIVDAVGTYNTRKYECCAEIYPDITYAFIIRRLPLFYTINLIIPCLLISCLTVLVFYLPSECGEKVTLCISVLLSLTVFLLLITEIIPS.... Result: 0 (no interaction). (8) The miRNA is mmu-miR-20b-5p with sequence CAAAGUGCUCAUAGUGCAGGUAG. The protein sequence of the target gene is MDLCQKNETDLENAENNEIQFTEETEPTYTCPDGKSEKNHVYCLLDVSDITLEQDEKAKEFIIGTGWEEAVQGWGRTSPAACIWPRKIPKKARVGEGACSDCLVCVNLSHWSLQTKPPTEGGPEKDQSSPSQTQAAPQGPSTASRAISDICFPTYFRAEKKSLQIKEFIWCNKDWAIPGTNRGKASGNPSGGAHRGLSIPGPLTSRALLVLPPLKASLSNALDVLGKKSKNSFLQSEEKVLDVEKDGCVAYAYGLKTADGKGEKRASELAKHPMVNDTPSSPSPAAQISLLTDPEQRCLH.... Result: 0 (no interaction). (9) The protein sequence of the target gene is MGCGLRKLEDPDDSSPGKIFSTLKRPQVETKTEFAYEYVLLDFTLQASSNPEVIKINSILDIVTKVENYYLKGYIVGAIHPVIQPVGQRKHLPASYLYRVVLLRLKLSPKNSAAPSGQRRPRLVIEECPLTSEAQTNDAAKELIEKINVAAKRGMKFVGFISQHYSPSKFCNGTNHDGDIESMLHVRHGSDENCRSWNEGTLSGQSSESGIEEELHHESGQYQMEQNGSPTSSKSRKGEASDNKLYTVFNAFDDDSTSWAYQEGILSMKVTRKGSVISTLDADWLELTTFYYKQGLSLID.... The miRNA is hsa-miR-6883-5p with sequence AGGGAGGGUGUGGUAUGGAUGU. Result: 1 (interaction). (10) The miRNA is hsa-miR-6875-3p with sequence AUUCUUCCUGCCCUGGCUCCAU. The protein sequence of the target gene is MKSLILLAILAALAVVTLCYESHESMESYELNPFINRRNANTFISPQQRWRAKVQERIRERSKPVHELNREACDDYRLCERYAMVYGYNAAYNRYFRKRRGTK. Result: 0 (no interaction).